Predict the product of the given reaction. From a dataset of Forward reaction prediction with 1.9M reactions from USPTO patents (1976-2016). (1) Given the reactants [Cl:1][C:2]1[CH:3]=[CH:4][C:5]([F:25])=[C:6]([C:8]2[CH:13]=[CH:12][C:11]([C:14](OC)=[O:15])=[CH:10][C:9]=2[C:18]2[C:22]([CH3:24])([CH3:23])[CH2:21][CH2:20][CH:19]=2)[CH:7]=1.[H-].[H-].[H-].[H-].[Li+].[Al+3].[OH-].[Na+], predict the reaction product. The product is: [Cl:1][C:2]1[CH:3]=[CH:4][C:5]([F:25])=[C:6]([C:8]2[CH:13]=[CH:12][C:11]([CH2:14][OH:15])=[CH:10][C:9]=2[C:18]2[C:22]([CH3:23])([CH3:24])[CH2:21][CH2:20][CH:19]=2)[CH:7]=1. (2) Given the reactants FC(F)(F)C(O)=O.C(OC([O:15][C:16]1[CH:17]=[C:18]([C:22]2[CH:34]=[CH:33][C:25]([C:26]([O:28]C(C)(C)C)=[O:27])=[C:24]([NH:35][C:36]([C:38]3[CH:39]=[N:40][CH:41]=[C:42]([C:44]4[CH:49]=[CH:48][CH:47]=[CH:46][CH:45]=4)[CH:43]=3)=[O:37])[CH:23]=2)[CH:19]=[CH:20][CH:21]=1)=O)(C)(C)C, predict the reaction product. The product is: [OH:15][C:16]1[CH:17]=[C:18]([C:22]2[CH:34]=[CH:33][C:25]([C:26]([OH:28])=[O:27])=[C:24]([NH:35][C:36]([C:38]3[CH:39]=[N:40][CH:41]=[C:42]([C:44]4[CH:45]=[CH:46][CH:47]=[CH:48][CH:49]=4)[CH:43]=3)=[O:37])[CH:23]=2)[CH:19]=[CH:20][CH:21]=1.